Predict the product of the given reaction. From a dataset of Forward reaction prediction with 1.9M reactions from USPTO patents (1976-2016). (1) Given the reactants [Cl:1][C:2]1[CH:7]=[CH:6][C:5]([CH:8]([C:34]2[CH:39]=[CH:38][C:37]([Cl:40])=[CH:36][CH:35]=2)[C:9]2[CH:10]=[C:11]3[C:16](=[CH:17][CH:18]=2)[N:15]=[C:14]([OH:19])[CH:13]=[C:12]3[NH:20][CH:21]2[CH2:26][CH2:25][N:24](C(OC(C)(C)C)=O)[CH2:23][CH2:22]2)=[CH:4][CH:3]=1.C(O)(C(F)(F)F)=O, predict the reaction product. The product is: [Cl:40][C:37]1[CH:36]=[CH:35][C:34]([CH:8]([C:5]2[CH:4]=[CH:3][C:2]([Cl:1])=[CH:7][CH:6]=2)[C:9]2[CH:10]=[C:11]3[C:16](=[CH:17][CH:18]=2)[N:15]=[C:14]([OH:19])[CH:13]=[C:12]3[NH:20][CH:21]2[CH2:22][CH2:23][NH:24][CH2:25][CH2:26]2)=[CH:39][CH:38]=1. (2) Given the reactants C(N(CC)CC)C.C(Cl)(=O)C(C)(C)C.[N:15]1[CH:20]=[CH:19][CH:18]=[C:17](/[CH:21]=[CH:22]/[C:23]([OH:25])=O)[CH:16]=1.Br.[OH:27][C:28]1[CH:29]=[C:30]([CH:34]=[CH:35][CH:36]=1)[CH2:31][CH2:32][NH2:33], predict the reaction product. The product is: [OH:27][C:28]1[CH:29]=[C:30]([CH:34]=[CH:35][CH:36]=1)[CH2:31][CH2:32][NH:33][C:23](=[O:25])/[CH:22]=[CH:21]/[C:17]1[CH:16]=[N:15][CH:20]=[CH:19][CH:18]=1. (3) Given the reactants [CH2:1]([N:4]([CH2:8][CH2:9][CH3:10])[CH2:5][CH2:6][NH2:7])[CH2:2][CH3:3].Cl[C:12]1[N:13]=[N+:14]([O-:25])[C:15]2[CH:24]=[C:23]3[C:19]([CH2:20][CH2:21][CH2:22]3)=[CH:18][C:16]=2[N:17]=1, predict the reaction product. The product is: [O-:25][N+:14]1[C:15]2[CH:24]=[C:23]3[C:19](=[CH:18][C:16]=2[N:17]=[C:12]([NH:7][CH2:6][CH2:5][N:4]([CH2:8][CH2:9][CH3:10])[CH2:1][CH2:2][CH3:3])[N:13]=1)[CH2:20][CH2:21][CH2:22]3. (4) The product is: [CH3:17][N:8]1[C:7](=[O:18])[C:6]2[C:11](=[C:2]([C:26]3[NH:25][C:24]4[C@@H:20]([CH3:19])[NH:21][C:22](=[O:37])[C:23]=4[CH:27]=3)[CH:3]=[CH:4][CH:5]=2)[N:10]=[C:9]1[NH:12][C:13]1([CH3:16])[CH2:15][CH2:14]1. Given the reactants I[C:2]1[CH:3]=[CH:4][CH:5]=[C:6]2[C:11]=1[N:10]=[C:9]([NH:12][C:13]1([CH3:16])[CH2:15][CH2:14]1)[N:8]([CH3:17])[C:7]2=[O:18].[CH3:19][C@@H:20]1[C:24]2[NH:25][C:26](B3OC(C)(C)C(C)(C)O3)=[CH:27][C:23]=2[C:22](=[O:37])[NH:21]1, predict the reaction product. (5) Given the reactants [CH:1]([N:4]([C:11]([C:13]1[S:14][C:15]2[CH2:16][CH2:17][O:18][C:19]3[CH:26]=[C:25]([Br:27])[CH:24]=[CH:23][C:20]=3[C:21]=2[N:22]=1)=O)[NH:5][C:6](=O)[CH2:7][O:8][CH3:9])([CH3:3])[CH3:2].C(O)(=O)C.C([O-])(=O)C.[NH4+:36], predict the reaction product. The product is: [Br:27][C:25]1[CH:24]=[CH:23][C:20]2[C:21]3[N:22]=[C:13]([C:11]4[N:4]([CH:1]([CH3:3])[CH3:2])[N:5]=[C:6]([CH2:7][O:8][CH3:9])[N:36]=4)[S:14][C:15]=3[CH2:16][CH2:17][O:18][C:19]=2[CH:26]=1. (6) Given the reactants Cl[C:2]1[N:7]=[C:6]([C:8]2[C:16]3[C:11](=[CH:12][CH:13]=[CH:14][CH:15]=3)[N:10]([S:17]([C:20]3[CH:25]=[CH:24][CH:23]=[CH:22][CH:21]=3)(=[O:19])=[O:18])[CH:9]=2)[C:5]([Cl:26])=[CH:4][N:3]=1.[NH2:27][C@@H:28]1[CH2:33][CH2:32][CH2:31][C@H:30]([C:34]([O:36][CH3:37])=[O:35])[CH2:29]1.Cl.CCN(C(C)C)C(C)C, predict the reaction product. The product is: [Cl:26][C:5]1[C:6]([C:8]2[C:16]3[C:11](=[CH:12][CH:13]=[CH:14][CH:15]=3)[N:10]([S:17]([C:20]3[CH:25]=[CH:24][CH:23]=[CH:22][CH:21]=3)(=[O:19])=[O:18])[CH:9]=2)=[N:7][C:2]([NH:27][C@@H:28]2[CH2:33][CH2:32][CH2:31][C@H:30]([C:34]([O:36][CH3:37])=[O:35])[CH2:29]2)=[N:3][CH:4]=1. (7) Given the reactants [Cl:1][C:2]1[CH:7]=[CH:6][C:5]([C:8]2[N:9]=[C:10]3[CH:15]=[CH:14][CH:13]=[CH:12][N:11]3[C:16]=2[CH2:17][C:18]2[N:23]=[CH:22][N:21]=[C:20]([NH:24][CH2:25][CH2:26][N:27]([CH3:29])[CH3:28])[CH:19]=2)=[CH:4][CH:3]=1.Cl[C:31]1C=CC(C2N=C3C=CC=CN3C=2CC2C=C(Cl)N=CN=2)=CC=1.CN1CCNCC1, predict the reaction product. The product is: [Cl:1][C:2]1[CH:3]=[CH:4][C:5]([C:8]2[N:9]=[C:10]3[CH:15]=[CH:14][CH:13]=[CH:12][N:11]3[C:16]=2[CH2:17][C:18]2[CH:19]=[C:20]([N:24]3[CH2:31][CH2:29][N:27]([CH3:28])[CH2:26][CH2:25]3)[N:21]=[CH:22][N:23]=2)=[CH:6][CH:7]=1. (8) Given the reactants Cl[C:2]1[CH:7]=[C:6]([CH3:8])[N:5]=[C:4]([NH2:9])[CH:3]=1.[NH:10]1[CH:14]=[CH:13][N:12]=[N:11]1.CCN(C(C)C)C(C)C, predict the reaction product. The product is: [CH3:8][C:6]1[N:5]=[C:4]([NH2:9])[CH:3]=[C:2]([N:10]2[CH:14]=[CH:13][N:12]=[N:11]2)[CH:7]=1. (9) Given the reactants [Cl:1][C:2]1[CH:7]=[CH:6][C:5]([CH2:8][C:9]([OH:11])=O)=[CH:4][CH:3]=1.Cl.[CH2:13]([O:17][C:18](=[O:22])[C@H:19]([CH3:21])[NH2:20])[CH:14]([CH3:16])[CH3:15], predict the reaction product. The product is: [CH2:13]([O:17][C:18](=[O:22])[C@H:19]([CH3:21])[NH:20][C:9](=[O:11])[CH2:8][C:5]1[CH:4]=[CH:3][C:2]([Cl:1])=[CH:7][CH:6]=1)[CH:14]([CH3:16])[CH3:15].